Dataset: Full USPTO retrosynthesis dataset with 1.9M reactions from patents (1976-2016). Task: Predict the reactants needed to synthesize the given product. (1) Given the product [F:25][C:19]1[CH:20]=[C:21]([F:24])[CH:22]=[CH:23][C:18]=1[CH:2]([C:3]1[N:7]([CH3:8])[N:6]=[C:5]([CH3:9])[C:4]=1[C:10]1[C:15]([F:16])=[CH:14][CH:13]=[CH:12][C:11]=1[F:17])[NH:27][CH3:26], predict the reactants needed to synthesize it. The reactants are: Cl[CH:2]([C:18]1[CH:23]=[CH:22][C:21]([F:24])=[CH:20][C:19]=1[F:25])[C:3]1[N:7]([CH3:8])[N:6]=[C:5]([CH3:9])[C:4]=1[C:10]1[C:15]([F:16])=[CH:14][CH:13]=[CH:12][C:11]=1[F:17].[CH3:26][NH2:27]. (2) Given the product [NH2:32][C:30]1[S:31][C:2]([CH2:26][CH2:27][Cl:28])=[C:3]([C:5]2[CH:25]=[CH:24][C:8]([O:9][CH2:10][CH2:11][CH2:12][CH2:13][CH2:14][O:15][C:16]3[CH:23]=[CH:22][C:19]([C:20]#[N:21])=[CH:18][CH:17]=3)=[CH:7][CH:6]=2)[N:29]=1, predict the reactants needed to synthesize it. The reactants are: Br[CH:2]([CH2:26][CH2:27][Cl:28])[C:3]([C:5]1[CH:25]=[CH:24][C:8]([O:9][CH2:10][CH2:11][CH2:12][CH2:13][CH2:14][O:15][C:16]2[CH:23]=[CH:22][C:19]([C:20]#[N:21])=[CH:18][CH:17]=2)=[CH:7][CH:6]=1)=O.[NH2:29][C:30]([NH2:32])=[S:31].C(O)C. (3) Given the product [N+:22]([C:19]1[CH:20]=[CH:21][C:16]([C:4]2[N:3]=[C:2]([N:28]3[CH2:27][CH:26]4[O:33][CH:30]([CH2:31][CH2:32]4)[CH2:29]3)[N:7]=[C:6]([N:8]3[CH2:14][CH:13]4[O:15][CH:10]([CH2:11][CH2:12]4)[CH2:9]3)[CH:5]=2)=[CH:17][CH:18]=1)([O-:24])=[O:23], predict the reactants needed to synthesize it. The reactants are: Cl[C:2]1[N:7]=[C:6]([N:8]2[CH2:14][CH:13]3[O:15][CH:10]([CH2:11][CH2:12]3)[CH2:9]2)[CH:5]=[C:4]([C:16]2[CH:21]=[CH:20][C:19]([N+:22]([O-:24])=[O:23])=[CH:18][CH:17]=2)[N:3]=1.Cl.[CH:26]12[O:33][CH:30]([CH2:31][CH2:32]1)[CH2:29][NH:28][CH2:27]2.C(N(CC)CC)C.CCN(C(C)C)C(C)C.